This data is from Catalyst prediction with 721,799 reactions and 888 catalyst types from USPTO. The task is: Predict which catalyst facilitates the given reaction. (1) Reactant: [H-].[Na+].[F:3][C:4]1[CH:9]=[CH:8][N:7]=[C:6]2[NH:10][CH:11]=[CH:12][C:5]=12.Br[CH2:14][CH2:15][CH2:16][O:17][CH3:18].[I-].[K+]. Product: [F:3][C:4]1[CH:9]=[CH:8][N:7]=[C:6]2[N:10]([CH2:14][CH2:15][CH2:16][O:17][CH3:18])[CH:11]=[CH:12][C:5]=12. The catalyst class is: 9. (2) Product: [ClH:28].[CH2:1]([C:3]1[CH:26]=[CH:25][CH:24]=[C:23]([CH3:27])[C:4]=1[CH2:5][NH:6][C:7]1[C:8]2[N:9]([N:19]=[C:20]([CH3:22])[N:21]=2)[CH:10]=[C:11]([CH2:13][O:14][CH2:15][CH2:16][O:17][CH3:18])[CH:12]=1)[CH3:2]. Reactant: [CH2:1]([C:3]1[CH:26]=[CH:25][CH:24]=[C:23]([CH3:27])[C:4]=1[CH2:5][NH:6][C:7]1[C:8]2[N:9]([N:19]=[C:20]([CH3:22])[N:21]=2)[CH:10]=[C:11]([CH2:13][O:14][CH2:15][CH2:16][O:17][CH3:18])[CH:12]=1)[CH3:2].[ClH:28]. The catalyst class is: 4. (3) Reactant: C([O:8][C:9]1[CH:10]=[C:11]([N:15]([CH2:19][C:20]2[NH:21][CH:22]=[N:23][CH:24]=2)[CH:16]([CH3:18])[CH3:17])[CH:12]=[CH:13][CH:14]=1)C1C=CC=CC=1. Product: [N:23]1[CH:24]=[C:20]([CH2:19][N:15]([CH:16]([CH3:18])[CH3:17])[C:11]2[CH:10]=[C:9]([OH:8])[CH:14]=[CH:13][CH:12]=2)[NH:21][CH:22]=1. The catalyst class is: 29. (4) Reactant: [N:1]1[N:2]=[CH:3][N:4]2[C:9]=1[CH:8]=[CH:7][CH:6]=[N:5]2.C1C(=O)N([Br:17])C(=O)C1.C(Cl)(Cl)Cl.C(=O)([O-])[O-].[K+].[K+]. Product: [Br:17][C:3]1[N:4]2[N:5]=[CH:6][CH:7]=[CH:8][C:9]2=[N:1][N:2]=1. The catalyst class is: 170. (5) Reactant: [CH:1]1([PH:7][CH:8]2[CH2:13][CH2:12][CH2:11][CH2:10][CH2:9]2)[CH2:6][CH2:5][CH2:4][CH2:3][CH2:2]1.[Cl:14]C(Cl)(Cl)C(OCC)=O. Product: [CH:8]1([P:7]([CH:1]2[CH2:2][CH2:3][CH2:4][CH2:5][CH2:6]2)[Cl:14])[CH2:9][CH2:10][CH2:11][CH2:12][CH2:13]1. The catalyst class is: 159. (6) Reactant: Cl.C([O:6][C:7]([N:9]1[CH2:13][CH2:12][C@H:11]([O:14][C:15]2[CH:20]=[C:19]([F:21])[CH:18]=[CH:17][C:16]=2[C:22]([N:24]2[CH2:38][C:27]3=[C:28]4[N:33]([N:34]=[C:26]3[CH2:25]2)[C:32]([CH3:35])=[C:31]([Cl:36])[C:30]([CH3:37])=[N:29]4)=[O:23])[CH2:10]1)=[O:8])(C)(C)C. Product: [CH:7]([OH:8])=[O:6].[Cl:36][C:31]1[C:30]([CH3:37])=[N:29][C:28]2[N:33]([N:34]=[C:26]3[CH2:25][N:24]([C:22]([C:16]4[CH:17]=[CH:18][C:19]([F:21])=[CH:20][C:15]=4[O:14][C@H:11]4[CH2:12][CH2:13][NH:9][CH2:10]4)=[O:23])[CH2:38][C:27]3=2)[C:32]=1[CH3:35]. The catalyst class is: 12. (7) Reactant: [F:1][C:2]1[CH:7]=[C:6]([F:8])[C:5]([F:9])=[CH:4][C:3]=1[C:10](=O)[CH:11]=[CH:12][N:13](C)C.C(O)(=O)C.C([O-])(=O)C.[Na+].Cl.[C:27]([NH:31]N)([CH3:30])([CH3:29])[CH3:28]. Product: [F:1][C:2]1[CH:7]=[C:6]([F:8])[C:5]([F:9])=[CH:4][C:3]=1[C:10]1[N:31]([C:27]([CH3:30])([CH3:29])[CH3:28])[N:13]=[CH:12][CH:11]=1. The catalyst class is: 4. (8) Reactant: [OH:1][C:2]1[CH:9]=[CH:8][C:5]([CH:6]=[O:7])=[C:4]([O:10][CH3:11])[CH:3]=1.C(=O)([O-])[O-].[K+].[K+].I[CH2:19][CH3:20]. Product: [CH2:19]([O:1][C:2]1[CH:9]=[CH:8][C:5]([CH:6]=[O:7])=[C:4]([O:10][CH3:11])[CH:3]=1)[CH3:20]. The catalyst class is: 21.